Regression. Given a peptide amino acid sequence and an MHC pseudo amino acid sequence, predict their binding affinity value. This is MHC class II binding data. From a dataset of Peptide-MHC class II binding affinity with 134,281 pairs from IEDB. (1) The MHC is DRB1_0101 with pseudo-sequence DRB1_0101. The binding affinity (normalized) is 0.441. The peptide sequence is RQGIFQTVGSGLDHI. (2) The peptide sequence is KFQADSPKRLATAIA. The MHC is DRB4_0101 with pseudo-sequence DRB4_0103. The binding affinity (normalized) is 0.370. (3) The peptide sequence is IGRIAETILGYNPSA. The MHC is DRB5_0101 with pseudo-sequence DRB5_0101. The binding affinity (normalized) is 0.367.